From a dataset of HIV replication inhibition screening data with 41,000+ compounds from the AIDS Antiviral Screen. Binary Classification. Given a drug SMILES string, predict its activity (active/inactive) in a high-throughput screening assay against a specified biological target. (1) The compound is CN1NC(c2ccccc2)=C(C#N)C(=O)CC1c1cccs1. The result is 0 (inactive). (2) The drug is COC(=O)NC1C(C)OC(OC2CC=C(C)C3C=CC4C(OC5CC(OC6CCC(OC7CC(O)C(OC8CCC(O)C(C)O8)C(C)O7)C(C)O6)C(OC(C)=O)C(C)O5)C(C)CC(C)C4C3(C)C(=O)C3=C(O)C4(CC(C=O)=CC(O)C4C=C2C)OC3=O)CC1(C)[N+](=O)[O-]. The result is 0 (inactive). (3) The molecule is CN1CCN(CCCCN2c3ccccc3Sc3ccc(N=[N+]=[N-])cc32)CC1.O=C(O)C=CC(=O)O. The result is 0 (inactive). (4) The molecule is COc1ccc(S(=O)(=O)NCCSSCCNS(=O)(=O)c2ccc(OC)cc2)cc1. The result is 0 (inactive). (5) The drug is CC(C)(c1ccc(C=O)o1)c1ccc(C(C)(C)c2ccc(C=O)o2)o1. The result is 0 (inactive). (6) The compound is CC1(Cn2ccc(=O)[nH]c2=O)CC(C2(C)OCCO2)C(=O)O1. The result is 0 (inactive). (7) The drug is COc1ccc2cc3[n+](cc2c1OC)CCc1cc2c(cc1-3)OCO2.[Cl-]. The result is 1 (active).